This data is from Drug-target binding data from BindingDB using IC50 measurements. The task is: Regression. Given a target protein amino acid sequence and a drug SMILES string, predict the binding affinity score between them. We predict pIC50 (pIC50 = -log10(IC50 in M); higher means more potent). Dataset: bindingdb_ic50. (1) The small molecule is CC1=NN(c2cccc(C(=O)O)c2)C(=O)/C1=C\c1ccc(-c2ccc(Cl)c(C(=O)NCc3ccc(F)cc3)c2)o1. The target protein (P23025) has sequence MAAADGALPEAAALEQPAELPASVRASIERKRQRALMLRQARLAARPYSATAAAATGGMANVKAAPKIIDTGGGFILEEEEEEEQKIGKVVHQPGPVMEFDYVICEECGKEFMDSYLMNHFDLPTCDNCRDADDKHKLITKTEAKQEYLLKDCDLEKREPPLKFIVKKNPHHSQWGDMKLYLKLQIVKRSLEVWGSQEALEEAKEVRQENREKMKQKKFDKKVKELRRAVRSSVWKRETIVHQHEYGPEENLEDDMYRKTCTMCGHELTYEKM. The pIC50 is 4.9. (2) The small molecule is CCNCc1cncc(-c2ccc3[nH]nc(-c4nc5ccc(CN6CCCCC6)cc5[nH]4)c3c2)c1C. The target protein (P41279) has sequence MEYMSTGSDNKEEIDLLIKHLNVSDVIDIMENLYASEEPAVYEPSLMTMCQDSNQNDERSKSLLLSGQEVPWLSSVRYGTVEDLLAFANHISNTAKHFYGQRPQESGILLNMVITPQNGRYQIDSDVLLIPWKLTYRNIGSDFIPRGAFGKVYLAQDIKTKKRMACKLIPVDQFKPSDVEIQACFRHENIAELYGAVLWGETVHLFMEAGEGGSVLEKLESCGPMREFEIIWVTKHVLKGLDFLHSKKVIHHDIKPSNIVFMSTKAVLVDFGLSVQMTEDVYFPKDLRGTEIYMSPEVILCRGHSTKADIYSLGATLIHMQTGTPPWVKRYPRSAYPSYLYIIHKQAPPLEDIADDCSPGMRELIEASLERNPNHRPRAADLLKHEALNPPREDQPRCQSLDSALLERKRLLSRKELELPENIADSSCTGSTEESEMLKRQRSLYIDLGALAGYFNLVRGPPTLEYG. The pIC50 is 5.5. (3) The small molecule is CC1(C)OB(c2ccc(-c3ccoc3)cc2)OC1(C)C. The target protein (P06858) has sequence MESKALLVLTLAVWLQSLTASRGGVAAADQRRDFIDIESKFALRTPEDTAEDTCHLIPGVAESVATCHFNHSSKTFMVIHGWTVTGMYESWVPKLVAALYKREPDSNVIVVDWLSRAQEHYPVSAGYTKLVGQDVARFINWMEEEFNYPLDNVHLLGYSLGAHAAGIAGSLTNKKVNRITGLDPAGPNFEYAEAPSRLSPDDADFVDVLHTFTRGSPGRSIGIQKPVGHVDIYPNGGTFQPGCNIGEAIRVIAERGLGDVDQLVKCSHERSIHLFIDSLLNEENPSKAYRCSSKEAFEKGLCLSCRKNRCNNLGYEINKVRAKRSSKMYLKTRSQMPYKVFHYQVKIHFSGTESETHTNQAFEISLYGTVAESENIPFTLPEVSTNKTYSFLIYTEVDIGELLMLKLKWKSDSYFSWSDWWSSPGFAIQKIRVKAGETQKKVIFCSREKVSHLQKGKAPAVFVKCHDKSLNKKSG. The pIC50 is 4.5.